From a dataset of Forward reaction prediction with 1.9M reactions from USPTO patents (1976-2016). Predict the product of the given reaction. (1) The product is: [Cl:1][C:2]1[C:3]([O:8][C@@H:9]([CH3:14])[C:10]([F:12])([F:13])[F:11])=[N:4][CH:5]=[C:6]([B:18]2[O:19][C:20]([CH3:22])([CH3:21])[C:16]([CH3:32])([CH3:15])[O:17]2)[CH:7]=1. Given the reactants [Cl:1][C:2]1[C:3]([O:8][C@@H:9]([CH3:14])[C:10]([F:13])([F:12])[F:11])=[N:4][CH:5]=[CH:6][CH:7]=1.[CH3:15][C:16]1([CH3:32])[C:20]([CH3:22])([CH3:21])[O:19][B:18]([B:18]2[O:19][C:20]([CH3:22])([CH3:21])[C:16]([CH3:32])([CH3:15])[O:17]2)[O:17]1.C(C1C=CN=C(C2C=C(C(C)(C)C)C=CN=2)C=1)(C)(C)C.N#N, predict the reaction product. (2) Given the reactants [OH:1][C:2]1[CH:3]=[CH:4][C:5]2[N:6]([N:8]=[CH:9][C:10]=2[C:11]([O:13]CC)=[O:12])[CH:7]=1.Br[CH2:17][CH2:18][N:19]1[CH:23]=[CH:22][CH:21]=[N:20]1.C(=O)([O-])[O-].[Cs+].[Cs+].[Li+].[OH-].C(O)(C(F)(F)F)=O, predict the reaction product. The product is: [N:19]1([CH2:18][CH2:17][O:1][C:2]2[CH:3]=[CH:4][C:5]3[N:6]([N:8]=[CH:9][C:10]=3[C:11]([OH:13])=[O:12])[CH:7]=2)[CH:23]=[CH:22][CH:21]=[N:20]1.